Dataset: Reaction yield outcomes from USPTO patents with 853,638 reactions. Task: Predict the reaction yield, written as a fraction of the theoretical maximum amount of product (1.0 means a 100% yield; for example, 0.34 means a 34% yield). (1) The yield is 0.421. The product is [NH2:31][C:30]1[S:29][C:28]([C:39]2[CH:44]=[CH:43][C:42]([F:45])=[CH:41][C:40]=2[F:46])=[N:27][C:26]=1[C:24]([NH:23][C:22]1[CH:21]=[N:20][N:19]([CH3:47])[C:18]=1[N:14]1[CH2:15][CH2:16][CH2:17][C@@H:11]([NH2:10])[CH2:12][CH2:13]1)=[O:25]. The catalyst is C(Cl)Cl. The reactants are C(OC(=O)[NH:10][C@@H:11]1[CH2:17][CH2:16][CH2:15][N:14]([C:18]2[N:19]([CH3:47])[N:20]=[CH:21][C:22]=2[NH:23][C:24]([C:26]2[N:27]=[C:28]([C:39]3[CH:44]=[CH:43][C:42]([F:45])=[CH:41][C:40]=3[F:46])[S:29][C:30]=2[NH:31]C(OC(C)(C)C)=O)=[O:25])[CH2:13][CH2:12]1)C1C=CC=CC=1.B(Br)(Br)Br. (2) The reactants are [S:1]([N:11]1[C:15]2[N:16]=[CH:17][C:18]3[N:19]([C:20]([C:23]45[CH2:30][CH2:29][C:26]([NH2:31])([CH2:27][CH2:28]4)[CH2:25][CH2:24]5)=[N:21][N:22]=3)[C:14]=2[CH:13]=[CH:12]1)([C:4]1[CH:10]=[CH:9][C:7]([CH3:8])=[CH:6][CH:5]=1)(=[O:3])=[O:2].FC(F)(F)S([O-])(=O)=O.[F:40][C:41]1([F:54])[CH2:44][N:43]([S:45](N2C=C[N+](C)=C2)(=[O:47])=[O:46])[CH2:42]1. The catalyst is CC#N. The product is [F:40][C:41]1([F:54])[CH2:44][N:43]([S:45]([NH:31][C:26]23[CH2:29][CH2:30][C:23]([C:20]4[N:19]5[C:14]6[CH:13]=[CH:12][N:11]([S:1]([C:4]7[CH:10]=[CH:9][C:7]([CH3:8])=[CH:6][CH:5]=7)(=[O:3])=[O:2])[C:15]=6[N:16]=[CH:17][C:18]5=[N:22][N:21]=4)([CH2:28][CH2:27]2)[CH2:24][CH2:25]3)(=[O:47])=[O:46])[CH2:42]1. The yield is 0.380. (3) The reactants are [OH:1][C:2]1([C:5]([OH:7])=O)[CH2:4][CH2:3]1.[Cl:8][C:9]1[CH:10]=[C:11]([NH:23][C:24]2[C:33]3[C:28](=[CH:29][CH:30]=[CH:31][C:32]=3[O:34][CH2:35][CH2:36][NH:37][CH3:38])[N:27]=[CH:26][N:25]=2)[CH:12]=[CH:13][C:14]=1[O:15][CH2:16][C:17]1[CH:22]=[CH:21][CH:20]=[CH:19][N:18]=1. No catalyst specified. The product is [Cl:8][C:9]1[CH:10]=[C:11]([NH:23][C:24]2[C:33]3[C:28](=[CH:29][CH:30]=[CH:31][C:32]=3[O:34][CH2:35][CH2:36][N:37]([CH3:38])[C:5]([C:2]3([OH:1])[CH2:4][CH2:3]3)=[O:7])[N:27]=[CH:26][N:25]=2)[CH:12]=[CH:13][C:14]=1[O:15][CH2:16][C:17]1[CH:22]=[CH:21][CH:20]=[CH:19][N:18]=1. The yield is 0.540. (4) The product is [C:3](/[CH:7]=[CH:8]/[C:9]1[C:10](=[O:24])[NH:11][C:12](=[O:23])[N:13]([CH:22]=1)[C@@H:14]1[O:21][C@H:18]([CH2:19][OH:20])[C@@H:16]([OH:17])[CH2:15]1)([OH:5])=[O:4]. The reactants are [OH-].[Na+].[C:3](/[CH:7]=[CH:8]/[C:9]1[C:10](=[O:24])[NH:11][C:12](=[O:23])[N:13]([CH:22]=1)[C@@H:14]1[O:21][C@H:18]([CH2:19][OH:20])[C@@H:16]([OH:17])[CH2:15]1)([O:5]C)=[O:4].Cl. No catalyst specified. The yield is 0.860.